From a dataset of Forward reaction prediction with 1.9M reactions from USPTO patents (1976-2016). Predict the product of the given reaction. (1) Given the reactants [O:1]=[C:2]1[C:11]2[C:6](=[CH:7][C:8]([C:12]3[CH:20]=[CH:19][C:15]([C:16]([OH:18])=O)=[CH:14][CH:13]=3)=[CH:9][CH:10]=2)[CH2:5][CH2:4][N:3]1[CH2:21][CH2:22][N:23]1[CH2:27][CH2:26][CH2:25][CH2:24]1.Cl.[CH3:29][NH:30][O:31][CH3:32].C(N(CC)CC)C, predict the reaction product. The product is: [CH3:32][O:31][N:30]([CH3:29])[C:16](=[O:18])[C:15]1[CH:19]=[CH:20][C:12]([C:8]2[CH:7]=[C:6]3[C:11](=[CH:10][CH:9]=2)[C:2](=[O:1])[N:3]([CH2:21][CH2:22][N:23]2[CH2:24][CH2:25][CH2:26][CH2:27]2)[CH2:4][CH2:5]3)=[CH:13][CH:14]=1. (2) Given the reactants [O:1]1[C:5]([C:6]([OH:8])=O)=[CH:4][C:3]2[CH:9]=[CH:10][CH:11]=[CH:12][C:2]1=2.[NH2:13][C:14]1[CH:15]=[CH:16][C:17]([N:22]2[CH2:27][CH2:26][CH:25]([CH2:28][CH2:29][OH:30])[CH2:24][CH2:23]2)=[C:18]([CH:21]=1)[C:19]#[N:20], predict the reaction product. The product is: [C:19]([C:18]1[CH:21]=[C:14]([NH:13][C:6]([C:5]2[O:1][C:2]3[CH:12]=[CH:11][CH:10]=[CH:9][C:3]=3[CH:4]=2)=[O:8])[CH:15]=[CH:16][C:17]=1[N:22]1[CH2:27][CH2:26][CH:25]([CH2:28][CH2:29][OH:30])[CH2:24][CH2:23]1)#[N:20]. (3) Given the reactants C(OC([N:8]1[CH2:13][CH2:12][N:11]([C:14]2[CH:19]=[N:18][C:17]([NH:20]C(OC(C)(C)C)=O)=[C:16]([O:28][CH2:29][C:30]3[CH:35]=[CH:34][CH:33]=[C:32]([Cl:36])[CH:31]=3)[N:15]=2)[CH2:10][CH2:9]1)=O)(C)(C)C.FC(F)(F)C(O)=O, predict the reaction product. The product is: [Cl:36][C:32]1[CH:31]=[C:30]([CH:35]=[CH:34][CH:33]=1)[CH2:29][O:28][C:16]1[N:15]=[C:14]([N:11]2[CH2:10][CH2:9][NH:8][CH2:13][CH2:12]2)[CH:19]=[N:18][C:17]=1[NH2:20]. (4) Given the reactants Cl[C:2]1[C:7]([C:8]([F:11])([F:10])[F:9])=[CH:6][N:5]=[C:4]([NH:12][C:13]2[CH:27]=[CH:26][C:16]([CH2:17][P:18](=[O:25])([O:22][CH2:23][CH3:24])[O:19][CH2:20][CH3:21])=[CH:15][C:14]=2[O:28][CH3:29])[N:3]=1.FC(F)(F)C(O)=O.[NH2:37][C:38]1[CH:39]=[CH:40][C:41]([CH:49]2[CH2:53][CH:52]([OH:54])[CH:51]([OH:55])[CH2:50]2)=[C:42]2[C:46]=1[C:45](=[O:47])[N:44]([CH3:48])[CH2:43]2, predict the reaction product. The product is: [CH2:20]([O:19][P:18]([CH2:17][C:16]1[CH:26]=[CH:27][C:13]([NH:12][C:4]2[N:3]=[C:2]([NH:37][C:38]3[CH:39]=[CH:40][C:41]([CH:49]4[CH2:50][CH:51]([OH:55])[CH:52]([OH:54])[CH2:53]4)=[C:42]4[C:46]=3[C:45](=[O:47])[N:44]([CH3:48])[CH2:43]4)[C:7]([C:8]([F:11])([F:10])[F:9])=[CH:6][N:5]=2)=[C:14]([O:28][CH3:29])[CH:15]=1)(=[O:25])[O:22][CH2:23][CH3:24])[CH3:21]. (5) Given the reactants [C:1]([OH:10])(=[O:9])[CH:2]([CH:4]([C:6]([OH:8])=[O:7])[OH:5])[OH:3].[F:11][C:12]([F:54])([F:53])[C:13]1[CH:14]=[C:15]([C:23]([CH3:52])([CH3:51])[C:24]([N:26]([CH3:50])[C:27]2[C:28]([C:42]3[CH:47]=[CH:46][C:45]([F:48])=[CH:44][C:43]=3[CH3:49])=[CH:29][C:30]([C@@H:33]3[NH:37][C@@:36]([CH3:41])([C:38]([NH2:40])=[O:39])[CH2:35][CH2:34]3)=[N:31][CH:32]=2)=[O:25])[CH:16]=[C:17]([C:19]([F:22])([F:21])[F:20])[CH:18]=1, predict the reaction product. The product is: [C:6]([CH:4]([CH:2]([C:1]([OH:10])=[O:9])[OH:3])[OH:5])([OH:8])=[O:7].[F:54][C:12]([F:11])([F:53])[C:13]1[CH:14]=[C:15]([C:23]([CH3:51])([CH3:52])[C:24]([N:26]([CH3:50])[C:27]2[C:28]([C:42]3[CH:47]=[CH:46][C:45]([F:48])=[CH:44][C:43]=3[CH3:49])=[CH:29][C:30]([C@@H:33]3[NH:37][C@@:36]([CH3:41])([C:38]([NH2:40])=[O:39])[CH2:35][CH2:34]3)=[N:31][CH:32]=2)=[O:25])[CH:16]=[C:17]([C:19]([F:20])([F:21])[F:22])[CH:18]=1.